Dataset: Reaction yield outcomes from USPTO patents with 853,638 reactions. Task: Predict the reaction yield, written as a fraction of the theoretical maximum amount of product (1.0 means a 100% yield; for example, 0.34 means a 34% yield). (1) The reactants are C(OC([N:8]1[CH2:13][CH2:12][CH:11]([CH2:14][N:15]([CH:44]2[CH2:46][CH2:45]2)[C:16](=[O:43])[CH2:17][CH2:18][C:19]2[CH:24]=[CH:23][C:22]([C:25]([N:27]3[CH2:36][C:35]4[CH:34]=[N:33][N:32]([CH3:37])[C:31]=4[NH:30][C:29]4[CH:38]=[CH:39][CH:40]=[CH:41][C:28]3=4)=[O:26])=[CH:21][C:20]=2[CH3:42])[CH2:10][CH2:9]1)=O)(C)(C)C.[ClH:47]. The catalyst is O1CCOCC1. The product is [ClH:47].[CH:44]1([N:15]([CH2:14][CH:11]2[CH2:12][CH2:13][NH:8][CH2:9][CH2:10]2)[C:16](=[O:43])[CH2:17][CH2:18][C:19]2[CH:24]=[CH:23][C:22]([C:25]([N:27]3[CH2:36][C:35]4[CH:34]=[N:33][N:32]([CH3:37])[C:31]=4[NH:30][C:29]4[CH:38]=[CH:39][CH:40]=[CH:41][C:28]3=4)=[O:26])=[CH:21][C:20]=2[CH3:42])[CH2:45][CH2:46]1. The yield is 0.390. (2) The reactants are [N:1]([CH2:4][CH2:5][O:6][C:7]1[CH:8]=[CH:9][C:10]2[S:14][C:13](=[C:15]3[S:19][C:18](=[N:20][C:21]4[CH:22]=[C:23]([NH:30][C:31](=[O:36])[CH2:32][N:33]([CH3:35])[CH3:34])[CH:24]=[CH:25][C:26]=4[NH:27][CH2:28][CH3:29])[N:17]([CH2:37][C:38]4[CH:43]=[CH:42][CH:41]=[CH:40][CH:39]=4)[C:16]3=[O:44])[N:12]([CH3:45])[C:11]=2[CH:46]=1)=[N+]=[N-].C1(P(C2C=CC=CC=2)C2C=CC=CC=2)C=CC=CC=1.O. The catalyst is C1COCC1. The product is [NH2:1][CH2:4][CH2:5][O:6][C:7]1[CH:8]=[CH:9][C:10]2[S:14][C:13](=[C:15]3[S:19][C:18](=[N:20][C:21]4[CH:22]=[C:23]([NH:30][C:31](=[O:36])[CH2:32][N:33]([CH3:35])[CH3:34])[CH:24]=[CH:25][C:26]=4[NH:27][CH2:28][CH3:29])[N:17]([CH2:37][C:38]4[CH:39]=[CH:40][CH:41]=[CH:42][CH:43]=4)[C:16]3=[O:44])[N:12]([CH3:45])[C:11]=2[CH:46]=1. The yield is 0.720. (3) The reactants are C(O[C:6](=O)[N:7]([C:9]1[CH:10]=[N:11][CH:12]=[C:13](Br)[CH:14]=1)C)(C)(C)C.[NH:17]1[CH2:22][CH2:21][O:20][CH2:19][CH2:18]1.C1C=CC(P(C2C(C3C(P(C4C=CC=CC=4)C4C=CC=CC=4)=CC=C4C=3C=CC=C4)=C3C(C=CC=C3)=CC=2)C2C=CC=CC=2)=CC=1.C([O-])([O-])=O.[Cs+].[Cs+].C(O)(C(F)(F)F)=O. The product is [CH3:6][NH:7][C:9]1[CH:10]=[N:11][CH:12]=[C:13]([N:17]2[CH2:22][CH2:21][O:20][CH2:19][CH2:18]2)[CH:14]=1. The yield is 0.740. The catalyst is C1(C)C=CC=CC=1.C(Cl)Cl.CC([O-])=O.CC([O-])=O.[Pd+2]. (4) The reactants are [O:1]=[C:2]1[C:11]2[C:6](=[C:7]([C:12]([OH:14])=O)[CH:8]=[CH:9][CH:10]=2)[O:5][C:4]([C:15]2[C:16]([C:21]([F:24])([F:23])[F:22])=[N:17][CH:18]=[CH:19][CH:20]=2)=[CH:3]1.[CH3:25][C:26]1[S:30][C:29]([NH2:31])=[N:28][CH:27]=1.CN(C(ON1N=NC2C=CC=NC1=2)=[N+](C)C)C.F[P-](F)(F)(F)(F)F.CCN(C(C)C)C(C)C. The catalyst is CN(C=O)C.O. The product is [CH3:25][C:26]1[S:30][C:29]([NH:31][C:12]([C:7]2[CH:8]=[CH:9][CH:10]=[C:11]3[C:6]=2[O:5][C:4]([C:15]2[C:16]([C:21]([F:24])([F:22])[F:23])=[N:17][CH:18]=[CH:19][CH:20]=2)=[CH:3][C:2]3=[O:1])=[O:14])=[N:28][CH:27]=1. The yield is 0.320. (5) The reactants are [Cl:1][CH2:2][CH2:3][O:4][C:5]1[C:12]([O:13][CH3:14])=[CH:11][C:8]([CH:9]=O)=[C:7]([N+:15]([O-:17])=[O:16])[CH:6]=1.[C:18]([CH2:20][C:21]([O:23][CH3:24])=[O:22])#[N:19].N1CCCCC1. The catalyst is CO. The product is [C:18](/[C:20](=[CH:9]\[C:8]1[CH:11]=[C:12]([O:13][CH3:14])[C:5]([O:4][CH2:3][CH2:2][Cl:1])=[CH:6][C:7]=1[N+:15]([O-:17])=[O:16])/[C:21]([O:23][CH3:24])=[O:22])#[N:19]. The yield is 0.270. (6) The reactants are C[O:2][C:3](=[O:14])[CH:4]([C:6]1[CH:11]=[CH:10][C:9]([O:12][CH3:13])=[CH:8][CH:7]=1)O.[CH:15]1([SH:20])[CH2:19][CH2:18][CH2:17][CH2:16]1.[NH2:21][C:22]1[S:23][CH:24]=[CH:25][N:26]=1. The catalyst is C1COCC1. The product is [CH:15]1([S:20][CH:4]([C:6]2[CH:11]=[CH:10][C:9]([O:12][CH3:13])=[CH:8][CH:7]=2)[C:3]([OH:2])=[O:14])[CH2:19][CH2:18][CH2:17][CH2:16]1.[CH:15]1([S:20][CH:4]([C:6]2[CH:7]=[CH:8][C:9]([O:12][CH3:13])=[CH:10][CH:11]=2)[C:3]([NH:21][C:22]2[S:23][CH:24]=[CH:25][N:26]=2)=[O:14])[CH2:19][CH2:18][CH2:17][CH2:16]1. The yield is 0.600.